This data is from NCI-60 drug combinations with 297,098 pairs across 59 cell lines. The task is: Regression. Given two drug SMILES strings and cell line genomic features, predict the synergy score measuring deviation from expected non-interaction effect. (1) Drug 1: CC1C(C(CC(O1)OC2CC(OC(C2O)C)OC3=CC4=CC5=C(C(=O)C(C(C5)C(C(=O)C(C(C)O)O)OC)OC6CC(C(C(O6)C)O)OC7CC(C(C(O7)C)O)OC8CC(C(C(O8)C)O)(C)O)C(=C4C(=C3C)O)O)O)O. Drug 2: CC1CCC2CC(C(=CC=CC=CC(CC(C(=O)C(C(C(=CC(C(=O)CC(OC(=O)C3CCCCN3C(=O)C(=O)C1(O2)O)C(C)CC4CCC(C(C4)OC)O)C)C)O)OC)C)C)C)OC. Cell line: K-562. Synergy scores: CSS=41.3, Synergy_ZIP=0.872, Synergy_Bliss=3.02, Synergy_Loewe=0.0163, Synergy_HSA=0.494. (2) Cell line: NCIH23. Drug 1: C1=CC(=CC=C1C#N)C(C2=CC=C(C=C2)C#N)N3C=NC=N3. Drug 2: C1C(C(OC1N2C=NC3=C(N=C(N=C32)Cl)N)CO)O. Synergy scores: CSS=37.4, Synergy_ZIP=-0.562, Synergy_Bliss=-2.13, Synergy_Loewe=-9.25, Synergy_HSA=1.32. (3) Cell line: SF-539. Synergy scores: CSS=20.9, Synergy_ZIP=-13.0, Synergy_Bliss=-23.8, Synergy_Loewe=-38.9, Synergy_HSA=-21.9. Drug 2: C1=CN(C=N1)CC(O)(P(=O)(O)O)P(=O)(O)O. Drug 1: CCC1=CC2CC(C3=C(CN(C2)C1)C4=CC=CC=C4N3)(C5=C(C=C6C(=C5)C78CCN9C7C(C=CC9)(C(C(C8N6C)(C(=O)OC)O)OC(=O)C)CC)OC)C(=O)OC.C(C(C(=O)O)O)(C(=O)O)O. (4) Drug 1: CCCCCOC(=O)NC1=NC(=O)N(C=C1F)C2C(C(C(O2)C)O)O. Drug 2: N.N.Cl[Pt+2]Cl. Cell line: NCI/ADR-RES. Synergy scores: CSS=35.4, Synergy_ZIP=-10.9, Synergy_Bliss=-5.37, Synergy_Loewe=-18.0, Synergy_HSA=-3.47. (5) Drug 1: C1=CC(=C2C(=C1NCCNCCO)C(=O)C3=C(C=CC(=C3C2=O)O)O)NCCNCCO. Drug 2: CS(=O)(=O)OCCCCOS(=O)(=O)C. Cell line: UACC-257. Synergy scores: CSS=-1.22, Synergy_ZIP=0.456, Synergy_Bliss=-0.598, Synergy_Loewe=-13.9, Synergy_HSA=-5.34. (6) Drug 1: C1CCN(CC1)CCOC2=CC=C(C=C2)C(=O)C3=C(SC4=C3C=CC(=C4)O)C5=CC=C(C=C5)O. Drug 2: CC1C(C(CC(O1)OC2CC(OC(C2O)C)OC3=CC4=CC5=C(C(=O)C(C(C5)C(C(=O)C(C(C)O)O)OC)OC6CC(C(C(O6)C)O)OC7CC(C(C(O7)C)O)OC8CC(C(C(O8)C)O)(C)O)C(=C4C(=C3C)O)O)O)O. Cell line: M14. Synergy scores: CSS=17.3, Synergy_ZIP=-0.262, Synergy_Bliss=0.951, Synergy_Loewe=-19.9, Synergy_HSA=-1.64. (7) Drug 1: CN(C)C1=NC(=NC(=N1)N(C)C)N(C)C. Drug 2: CN(CC1=CN=C2C(=N1)C(=NC(=N2)N)N)C3=CC=C(C=C3)C(=O)NC(CCC(=O)O)C(=O)O. Cell line: M14. Synergy scores: CSS=10.7, Synergy_ZIP=-6.61, Synergy_Bliss=4.14, Synergy_Loewe=-29.0, Synergy_HSA=2.24.